Dataset: Forward reaction prediction with 1.9M reactions from USPTO patents (1976-2016). Task: Predict the product of the given reaction. (1) Given the reactants COC1C=CC(P2(SP(C3C=CC(OC)=CC=3)(=S)S2)=[S:10])=CC=1.[N:23]1[CH:28]=[CH:27][C:26]([C:29]2[CH:34]=[CH:33][N:32]3[C:35]([C:38]4[CH:43]=[CH:42][C:41]([CH2:44][C:45]([NH:47][C:48]5[CH:53]=[CH:52][CH:51]=[C:50]([C:54]([F:57])([F:56])[F:55])[CH:49]=5)=O)=[CH:40][CH:39]=4)=[CH:36][N:37]=[C:31]3[CH:30]=2)=[CH:25][CH:24]=1.CO, predict the reaction product. The product is: [N:23]1[CH:28]=[CH:27][C:26]([C:29]2[CH:34]=[CH:33][N:32]3[C:35]([C:38]4[CH:43]=[CH:42][C:41]([CH2:44][C:45]([NH:47][C:48]5[CH:53]=[CH:52][CH:51]=[C:50]([C:54]([F:57])([F:56])[F:55])[CH:49]=5)=[S:10])=[CH:40][CH:39]=4)=[CH:36][N:37]=[C:31]3[CH:30]=2)=[CH:25][CH:24]=1. (2) Given the reactants [OH:1][C:2]1[CH:3]=[C:4]2[C:9](=[CH:10][CH:11]=1)[CH2:8][N:7]([C:12]1[CH:13]=[C:14]([CH:19]=[CH:20][CH:21]=1)[C:15]([O:17][CH3:18])=[O:16])[C:6](=[O:22])[CH2:5]2.[Cl:23][C:24]1[CH:29]=[CH:28][CH:27]=[C:26]([Cl:30])[C:25]=1[C:31]1[C:35]([CH2:36]O)=[C:34]([CH:38]([CH3:40])[CH3:39])[O:33][N:32]=1.C1(P(C2C=CC=CC=2)C2C=CC=CC=2)C=CC=CC=1.N(C(OC(C)C)=O)=NC(OC(C)C)=O, predict the reaction product. The product is: [Cl:30][C:26]1[CH:27]=[CH:28][CH:29]=[C:24]([Cl:23])[C:25]=1[C:31]1[C:35]([CH2:36][O:1][C:2]2[CH:3]=[C:4]3[C:9](=[CH:10][CH:11]=2)[CH2:8][N:7]([C:12]2[CH:13]=[C:14]([CH:19]=[CH:20][CH:21]=2)[C:15]([O:17][CH3:18])=[O:16])[C:6](=[O:22])[CH2:5]3)=[C:34]([CH:38]([CH3:40])[CH3:39])[O:33][N:32]=1. (3) Given the reactants [CH3:1][O:2][C:3]1[CH:4]=[C:5]2[C:10](=[CH:11][C:12]=1[O:13][CH2:14][CH2:15][O:16][CH3:17])[N:9]=[CH:8][N:7]=[C:6]2[NH:18][C:19]1[C:20]([CH:22]=[C:23]([O:27][C:28]2C=CC=C[CH:29]=2)[C:24](=[O:26])[CH:25]=1)=[O:21].[CH3:34][O:35]C(O)C, predict the reaction product. The product is: [CH3:34][O:35][CH2:29][CH2:28][O:27][C:23]1[C:24]([CH:25]=[C:19]([NH:18][C:6]2[C:5]3[C:10](=[CH:11][C:12]([O:13][CH2:14][CH2:15][O:16][CH3:17])=[C:3]([O:2][CH3:1])[CH:4]=3)[N:9]=[CH:8][N:7]=2)[C:20](=[O:21])[CH:22]=1)=[O:26]. (4) The product is: [OH:1][C@H:2]([C:21]1[S:22][C:23]([C:26]2[CH:31]=[CH:30][CH:29]=[CH:28][CH:27]=2)=[CH:24][CH:25]=1)[C@@H:3]1[N:7]([CH3:8])[C:6](=[O:9])[CH2:5][C@@H:4]1[C:10]1[CH:11]=[CH:12][C:13]([CH2:16][OH:17])=[CH:14][CH:15]=1. Given the reactants [OH:1][C@H:2]([C:21]1[S:22][C:23]([C:26]2[CH:31]=[CH:30][CH:29]=[CH:28][CH:27]=2)=[CH:24][CH:25]=1)[C@@H:3]1[N:7]([CH3:8])[C:6](=[O:9])[CH2:5][C@@H:4]1[C:10]1[CH:15]=[CH:14][C:13]([C:16](OCC)=[O:17])=[CH:12][CH:11]=1.[Li+].[BH4-].Cl.O, predict the reaction product. (5) Given the reactants [CH3:1][O:2][C:3]1[CH:4]=[C:5]2[C:10](=[CH:11][C:12]=1[O:13][CH3:14])[N:9]=[CH:8][N:7]=[C:6]2[O:15][C:16]1[CH:22]=[CH:21][C:19]([NH2:20])=[C:18]([N+:23]([O-:25])=[O:24])[CH:17]=1.C(N(CC)CC)C.ClC(Cl)(O[C:37](=[O:43])OC(Cl)(Cl)Cl)Cl.[CH2:45]([N:52]1[CH2:57][CH2:56][CH:55]([NH2:58])[CH2:54][CH2:53]1)[C:46]1[CH:51]=[CH:50][CH:49]=[CH:48][CH:47]=1, predict the reaction product. The product is: [CH2:45]([N:52]1[CH2:57][CH2:56][CH:55]([NH:58][C:37]([NH:20][C:19]2[CH:21]=[CH:22][C:16]([O:15][C:6]3[C:5]4[C:10](=[CH:11][C:12]([O:13][CH3:14])=[C:3]([O:2][CH3:1])[CH:4]=4)[N:9]=[CH:8][N:7]=3)=[CH:17][C:18]=2[N+:23]([O-:25])=[O:24])=[O:43])[CH2:54][CH2:53]1)[C:46]1[CH:47]=[CH:48][CH:49]=[CH:50][CH:51]=1.